This data is from Reaction yield outcomes from USPTO patents with 853,638 reactions. The task is: Predict the reaction yield, written as a fraction of the theoretical maximum amount of product (1.0 means a 100% yield; for example, 0.34 means a 34% yield). (1) The reactants are [C:1]([C:4]1[N:5]=[CH:6][N:7]([CH3:9])[CH:8]=1)(=[O:3])[CH3:2].[C:10](OCC)(=[O:16])[C:11]([O:13][CH2:14][CH3:15])=[O:12]. The product is [CH3:9][N:7]1[CH:8]=[C:4]([C:1](=[O:3])[CH2:2][C:10](=[O:16])[C:11]([O:13][CH2:14][CH3:15])=[O:12])[N:5]=[CH:6]1. The yield is 0.830. No catalyst specified. (2) The reactants are [Cl-].O[NH3+:3].[C:4](=[O:7])([O-])[OH:5].[Na+].CS(C)=O.[C:13]12([CH:23]([O:52][Si](C(C)(C)C)(C)C)[CH2:24][N:25]3[C:30](=[O:31])[C:29]([CH2:32][C:33]4[CH:38]=[CH:37][C:36]([C:39]5[C:40]([C:45]#[N:46])=[CH:41][CH:42]=[CH:43][CH:44]=5)=[CH:35][CH:34]=4)=[C:28]([CH2:47][CH2:48][CH2:49][CH3:50])[N:27]=[C:26]3[CH3:51])[CH2:22][CH:17]3[CH2:18][CH:19]([CH2:21][CH:15]([CH2:16]3)[CH2:14]1)[CH2:20]2. The catalyst is C(OCC)(=O)C. The product is [C:13]12([CH:23]([OH:52])[CH2:24][N:25]3[C:30](=[O:31])[C:29]([CH2:32][C:33]4[CH:34]=[CH:35][C:36]([C:39]5[CH:44]=[CH:43][CH:42]=[CH:41][C:40]=5[C:45]5[NH:3][C:4](=[O:7])[O:5][N:46]=5)=[CH:37][CH:38]=4)=[C:28]([CH2:47][CH2:48][CH2:49][CH3:50])[N:27]=[C:26]3[CH3:51])[CH2:20][CH:19]3[CH2:21][CH:15]([CH2:16][CH:17]([CH2:18]3)[CH2:22]1)[CH2:14]2. The yield is 0.240. (3) The reactants are [NH:1]1[CH2:6][CH2:5][CH2:4][C@H:3]([NH:7][S:8]([CH2:11][CH2:12][NH:13][C:14](=[O:20])[O:15][C:16]([CH3:19])([CH3:18])[CH3:17])(=[O:10])=[O:9])[CH2:2]1.Br[CH2:22][C:23]1[C:44]([C:45]([F:48])([F:47])[F:46])=[CH:43][C:26]([C:27]([NH:29][CH2:30][C:31]2[CH:36]=[C:35]([Cl:37])[CH:34]=[CH:33][C:32]=2[S:38]([CH2:41][CH3:42])(=[O:40])=[O:39])=[O:28])=[CH:25][C:24]=1[Cl:49].C(=O)([O-])[O-].[K+].[K+].O. The catalyst is CN(C=O)C. The product is [Cl:49][C:24]1[CH:25]=[C:26]([C:27](=[O:28])[NH:29][CH2:30][C:31]2[CH:36]=[C:35]([Cl:37])[CH:34]=[CH:33][C:32]=2[S:38]([CH2:41][CH3:42])(=[O:40])=[O:39])[CH:43]=[C:44]([C:45]([F:47])([F:48])[F:46])[C:23]=1[CH2:22][N:1]1[CH2:6][CH2:5][CH2:4][C@H:3]([NH:7][S:8]([CH2:11][CH2:12][NH:13][C:14](=[O:20])[O:15][C:16]([CH3:17])([CH3:19])[CH3:18])(=[O:10])=[O:9])[CH2:2]1. The yield is 0.0910. (4) No catalyst specified. The product is [F:31][C:32]1[CH:37]=[C:36]([F:38])[C:35]([F:39])=[CH:34][C:33]=1[NH:40][C:41](=[O:68])[NH:42][C:43]1[CH:44]=[CH:45][C:46]([C:49]2[S:53][C:52]([C:54]34[CH2:63][CH:58]5[CH2:59][CH:60]([CH2:62][C:56]([C:64]([OH:66])=[O:65])([CH2:57]5)[CH2:55]3)[CH2:61]4)=[N:51][CH:50]=2)=[CH:47][CH:48]=1. The yield is 0.890. The reactants are FC(F)(F)C1C=C(NC(=O)NC2C=CC(C3SC(CCC(O)=O)=NC=3)=CC=2)C=CC=1.[F:31][C:32]1[CH:37]=[C:36]([F:38])[C:35]([F:39])=[CH:34][C:33]=1[NH:40][C:41](=[O:68])[NH:42][C:43]1[CH:48]=[CH:47][C:46]([C:49]2[S:53][C:52]([C:54]34[CH2:63][CH:58]5[CH2:59][CH:60]([CH2:62][C:56]([C:64]([O:66]C)=[O:65])([CH2:57]5)[CH2:55]3)[CH2:61]4)=[N:51][CH:50]=2)=[CH:45][CH:44]=1. (5) The product is [C:1]([N:20]1[CH:24]=[CH:23][N:22]=[C:21]1[CH2:25][CH2:26][CH:27]=[O:28])([C:14]1[CH:15]=[CH:16][CH:17]=[CH:18][CH:19]=1)([C:8]1[CH:9]=[CH:10][CH:11]=[CH:12][CH:13]=1)[C:2]1[CH:7]=[CH:6][CH:5]=[CH:4][CH:3]=1. The reactants are [C:1]([N:20]1[CH:24]=[CH:23][N:22]=[C:21]1[CH2:25][CH2:26][CH2:27][OH:28])([C:14]1[CH:19]=[CH:18][CH:17]=[CH:16][CH:15]=1)([C:8]1[CH:13]=[CH:12][CH:11]=[CH:10][CH:9]=1)[C:2]1[CH:7]=[CH:6][CH:5]=[CH:4][CH:3]=1.CC(OI1(OC(C)=O)(OC(C)=O)OC(=O)C2C=CC=CC1=2)=O. The yield is 0.890. The catalyst is C(Cl)Cl.CCOC(C)=O. (6) The reactants are [CH3:1][C:2]1[NH:6][CH:5]=[N:4][C:3]=1[C:7]([O:9][CH2:10][CH3:11])=[O:8].[Br:12]N1C(=O)CCC1=O.C(#N)C. The catalyst is ClCCl. The product is [Br:12][C:5]1[NH:6][C:2]([CH3:1])=[C:3]([C:7]([O:9][CH2:10][CH3:11])=[O:8])[N:4]=1. The yield is 0.440. (7) The reactants are Cl[C:2]1[NH:3][C:4]([C:11]2[CH:16]=[CH:15][C:14]([CH:17]3[CH2:22][CH2:21][CH2:20][CH2:19][CH2:18]3)=[CH:13][CH:12]=2)=[CH:5][C:6]=1[C:7]([O:9][CH3:10])=[O:8].NC1OC(C2C=CC(C3CCCCC3)=CC=2)=CC=1C(OC)=O. The catalyst is CO.C(OCC)(=O)C.[C].[Pd]. The product is [CH:17]1([C:14]2[CH:15]=[CH:16][C:11]([C:4]3[NH:3][CH:2]=[C:6]([C:7]([O:9][CH3:10])=[O:8])[CH:5]=3)=[CH:12][CH:13]=2)[CH2:18][CH2:19][CH2:20][CH2:21][CH2:22]1. The yield is 0.410.